This data is from Full USPTO retrosynthesis dataset with 1.9M reactions from patents (1976-2016). The task is: Predict the reactants needed to synthesize the given product. (1) Given the product [CH2:1]([O:8][CH2:9][CH2:10][CH2:11][CH2:12][C:13]1[N+:26]([O-:27])=[CH:17][C:16]2[C:15]([CH:14]=1)=[CH:22][CH:21]=[CH:20][CH:19]=2)[C:2]1[CH:7]=[CH:6][CH:5]=[CH:4][CH:3]=1, predict the reactants needed to synthesize it. The reactants are: [CH2:1]([O:8][CH2:9][CH2:10][CH2:11][CH2:12][C:13]#[C:14][C:15]1[CH:22]=[CH:21][C:20](OC)=[CH:19][C:16]=1[CH:17]=O)[C:2]1[CH:7]=[CH:6][CH:5]=[CH:4][CH:3]=1.Cl.[NH2:26][OH:27].C([O-])(=O)C.[Na+].C(=O)([O-])[O-].[K+].[K+]. (2) Given the product [CH:13]1([C:11](=[O:10])[CH2:7][C:6]#[N:8])[CH2:18][CH2:17][CH2:16][CH2:15][CH2:14]1, predict the reactants needed to synthesize it. The reactants are: C([Li])CCC.[C:6](#[N:8])[CH3:7].C[O:10][C:11]([CH:13]1[CH2:18][CH2:17][CH2:16][CH2:15][CH2:14]1)=O. (3) Given the product [N:11]([N:4]1[CH2:3][CH2:2][S:1][C:6]2[CH:7]=[CH:8][CH:9]=[CH:10][C:5]1=2)=[O:12], predict the reactants needed to synthesize it. The reactants are: [S:1]1[C:6]2[CH:7]=[CH:8][CH:9]=[CH:10][C:5]=2[NH:4][CH2:3][CH2:2]1.[N:11]([O-])=[O:12].[Na+]. (4) Given the product [C:12](/[C:11](/[C:5]1[CH:6]=[CH:7][C:8]([O:9][CH3:10])=[C:3]([O:2][CH3:1])[CH:4]=1)=[CH:14]\[C:15]1[CH:16]=[CH:17][C:18]([O:21][CH2:23][C:24]([O:26][CH2:27][CH3:28])=[O:25])=[CH:19][CH:20]=1)#[N:13], predict the reactants needed to synthesize it. The reactants are: [CH3:1][O:2][C:3]1[CH:4]=[C:5](/[C:11](=[CH:14]/[C:15]2[CH:20]=[CH:19][C:18]([OH:21])=[CH:17][CH:16]=2)/[C:12]#[N:13])[CH:6]=[CH:7][C:8]=1[O:9][CH3:10].Cl[CH2:23][C:24]([O:26][CH2:27][CH3:28])=[O:25].C(=O)([O-])[O-].[K+].[K+]. (5) Given the product [NH2:17][C:13]1[N:12]=[C:11]([N:8]2[C:9]3[C:5](=[CH:4][CH:3]=[C:2]([C:29]#[C:28][C:26]([C:21]4[N:20]=[CH:25][CH:24]=[CH:23][N:22]=4)([OH:30])[CH3:27])[CH:10]=3)[C:6]([CH2:18][F:19])=[N:7]2)[CH:16]=[CH:15][N:14]=1, predict the reactants needed to synthesize it. The reactants are: Br[C:2]1[CH:10]=[C:9]2[C:5]([C:6]([CH2:18][F:19])=[N:7][N:8]2[C:11]2[CH:16]=[CH:15][N:14]=[C:13]([NH2:17])[N:12]=2)=[CH:4][CH:3]=1.[N:20]1[CH:25]=[CH:24][CH:23]=[N:22][C:21]=1[C:26]([OH:30])([C:28]#[CH:29])[CH3:27].